From a dataset of Catalyst prediction with 721,799 reactions and 888 catalyst types from USPTO. Predict which catalyst facilitates the given reaction. Product: [ClH:1].[CH3:21][C:20]1[C:15]([N:12]2[CH2:11][CH2:10][NH:9][CH2:14][CH2:13]2)=[N:16][CH:17]=[C:18]([N+:22]([O-:24])=[O:23])[CH:19]=1. The catalyst class is: 135. Reactant: [ClH:1].C(OC([N:9]1[CH2:14][CH2:13][N:12]([C:15]2[C:20]([CH3:21])=[CH:19][C:18]([N+:22]([O-:24])=[O:23])=[CH:17][N:16]=2)[CH2:11][CH2:10]1)=O)(C)(C)C.